Dataset: Full USPTO retrosynthesis dataset with 1.9M reactions from patents (1976-2016). Task: Predict the reactants needed to synthesize the given product. (1) Given the product [CH2:1]([O:8][C:9]1[CH:14]=[CH:13][C:12]([C:15]2[N:24]([CH2:25][O:26][CH2:27][CH2:28][Si:29]([CH3:32])([CH3:31])[CH3:30])[C:18]3=[N:19][C:20]([N:43]4[CH2:42][CH2:41][N:40]([C:33]([O:35][C:36]([CH3:39])([CH3:38])[CH3:37])=[O:34])[CH2:45][CH2:44]4)=[CH:21][CH:22]=[C:17]3[N:16]=2)=[CH:11][CH:10]=1)[C:2]1[CH:7]=[CH:6][CH:5]=[CH:4][CH:3]=1, predict the reactants needed to synthesize it. The reactants are: [CH2:1]([O:8][C:9]1[CH:14]=[CH:13][C:12]([C:15]2[N:24]([CH2:25][O:26][CH2:27][CH2:28][Si:29]([CH3:32])([CH3:31])[CH3:30])[C:18]3=[N:19][C:20](Cl)=[CH:21][CH:22]=[C:17]3[N:16]=2)=[CH:11][CH:10]=1)[C:2]1[CH:7]=[CH:6][CH:5]=[CH:4][CH:3]=1.[C:33]([N:40]1[CH2:45][CH2:44][NH:43][CH2:42][CH2:41]1)([O:35][C:36]([CH3:39])([CH3:38])[CH3:37])=[O:34].CC(OC1C=CC=C(OC(C)C)C=1C1C(P(C2CCCCC2)C2CCCCC2)=CC=CC=1)C.CC([O-])(C)C.[Na+]. (2) Given the product [CH:23]([O:22][CH2:21][CH2:20][N:12]([C:13]([O:14][C:15]([CH3:17])([CH3:16])[CH3:18])=[O:19])[NH2:3])([CH3:25])[CH3:24], predict the reactants needed to synthesize it. The reactants are: O=C1C2C(=CC=CC=2)C(=O)[N:3]1[N:12]([CH2:20][CH2:21][O:22][CH:23]([CH3:25])[CH3:24])[C:13](=[O:19])[O:14][C:15]([CH3:18])([CH3:17])[CH3:16].CNN. (3) Given the product [CH2:22]([N:29]1[CH2:30][CH2:31][C:32]2([N:6]3[N:5]=[C:4]([C:7]4[CH:8]=[CH:9][C:10]([O:13][C:14]5[CH:19]=[CH:18][CH:17]=[CH:16][CH:15]=5)=[CH:11][CH:12]=4)[C:3]([C:20]#[N:21])=[C:2]3[NH:1][C:36](=[O:37])[CH2:35]2)[CH2:33][CH2:34]1)[C:23]1[CH:28]=[CH:27][CH:26]=[CH:25][CH:24]=1, predict the reactants needed to synthesize it. The reactants are: [NH2:1][C:2]1[NH:6][N:5]=[C:4]([C:7]2[CH:12]=[CH:11][C:10]([O:13][C:14]3[CH:19]=[CH:18][CH:17]=[CH:16][CH:15]=3)=[CH:9][CH:8]=2)[C:3]=1[C:20]#[N:21].[CH2:22]([N:29]1[CH2:34][CH2:33][C:32](=[CH:35][C:36](OCC)=[O:37])[CH2:31][CH2:30]1)[C:23]1[CH:28]=[CH:27][CH:26]=[CH:25][CH:24]=1.C([O-])([O-])=O.[K+].[K+].